This data is from Aqueous solubility values for 9,982 compounds from the AqSolDB database. The task is: Regression/Classification. Given a drug SMILES string, predict its absorption, distribution, metabolism, or excretion properties. Task type varies by dataset: regression for continuous measurements (e.g., permeability, clearance, half-life) or binary classification for categorical outcomes (e.g., BBB penetration, CYP inhibition). For this dataset (solubility_aqsoldb), we predict Y. The Y is 0.177 log mol/L. The molecule is O=C([O-])C(=O)[O-].[K+].[K+].